From a dataset of Forward reaction prediction with 1.9M reactions from USPTO patents (1976-2016). Predict the product of the given reaction. Given the reactants [CH2:1]([SH:6])[CH2:2][CH:3]([CH3:5])[CH3:4].[H-].[Na+].Cl[C:10]1[CH:15]=[CH:14][CH:13]=[C:12]([C:16]#[N:17])[N:11]=1, predict the reaction product. The product is: [C:16]([C:12]1[CH:13]=[CH:14][CH:15]=[C:10]([S:6][CH2:1][CH2:2][CH:3]([CH3:5])[CH3:4])[N:11]=1)#[N:17].